Binary Classification. Given a drug SMILES string, predict its activity (active/inactive) in a high-throughput screening assay against a specified biological target. From a dataset of Serine/threonine kinase 33 screen with 319,792 compounds. (1) The drug is Brc1cc2CC(N(c2c(S(=O)(=O)NCc2ccccc2)c1)C(=O)C)C. The result is 0 (inactive). (2) The compound is S(c1n(c2c(n(c(=O)n(c2=O)C)C)n1)C)c1n(ccn1)C. The result is 0 (inactive). (3) The compound is O=C(N1CCN(CC1)CC(=O)Nc1c(CC)cccc1)COc1c(cccc1)C#N. The result is 0 (inactive). (4) The compound is O=C(N(CCCC)CC)c1ccc(cc1)c1ccccc1. The result is 0 (inactive). (5) The drug is Clc1c(c2noc(c2C(=O)N2CCc3c2cccc3)C)c(Cl)ccc1. The result is 0 (inactive).